This data is from Catalyst prediction with 721,799 reactions and 888 catalyst types from USPTO. The task is: Predict which catalyst facilitates the given reaction. (1) Reactant: [N+]([C:4]1[CH:9]=[CH:8][C:7]([N:10]=[C:11]=[S:12])=[CH:6][CH:5]=1)([O-])=O.[NH:13]1[C:21]2C(=CC=CC=2)C(CN[C@@H](CCC2NC=C(C3C=CC=CC=3)N=2)C(OCC2C=CC=CC=2)=O)=[CH:14]1.C(N(CC)CC)C. Product: [N:10]([CH2:7][CH2:8][CH2:9][CH2:4][CH2:5][CH2:6][N:13]([CH3:21])[CH3:14])=[C:11]=[S:12]. The catalyst class is: 1. (2) Reactant: [Mg].[CH2:2]([O:4][C:5](=[O:28])/[C:6](/[O:25][CH2:26][CH3:27])=[CH:7]/[C:8]1[C:16]2[O:15][CH:14]=[CH:13][C:12]=2[C:11]([O:17][CH2:18][C:19]2[CH:24]=[CH:23][CH:22]=[CH:21][CH:20]=2)=[CH:10][CH:9]=1)C.[H][H].Cl. Product: [CH3:2][O:4][C:5](=[O:28])[CH:6]([O:25][CH2:26][CH3:27])[CH2:7][C:8]1[C:16]2[O:15][CH:14]=[CH:13][C:12]=2[C:11]([O:17][CH2:18][C:19]2[CH:20]=[CH:21][CH:22]=[CH:23][CH:24]=2)=[CH:10][CH:9]=1. The catalyst class is: 92. (3) Reactant: Cl[CH2:2][N:3]1[CH:7]=[CH:6][C:5]([C:8]([F:11])([F:10])[F:9])=[N:4]1.[F:12][C:13]([F:22])([F:21])[CH2:14][CH2:15][CH:16]([C:19]#[N:20])[C:17]#[N:18].C(=O)([O-])[O-].[K+].[K+].O. Product: [F:9][C:8]([F:11])([F:10])[C:5]1[CH:6]=[CH:7][N:3]([CH2:2][C:16]([CH2:15][CH2:14][C:13]([F:12])([F:21])[F:22])([C:17]#[N:18])[C:19]#[N:20])[N:4]=1. The catalyst class is: 9. (4) Reactant: Cl.[Br:2][C:3]1[CH:8]=[CH:7][C:6]([NH:9]N)=[CH:5][CH:4]=1.[C:11]1(=O)[CH2:16][CH2:15][CH2:14][CH2:13][C:12]1=[O:17].Cl. Product: [Br:2][C:3]1[CH:8]=[C:7]2[C:6](=[CH:5][CH:4]=1)[NH:9][C:11]1[C:12](=[O:17])[CH2:13][CH2:14][CH2:15][C:16]2=1. The catalyst class is: 467. (5) Reactant: [OH-].[Li+].[Cl:3][C:4]1[CH:5]=[C:6]([C:10]([O:12]CC)=[O:11])[NH:7][C:8]=1[CH3:9]. Product: [Cl:3][C:4]1[CH:5]=[C:6]([C:10]([OH:12])=[O:11])[NH:7][C:8]=1[CH3:9]. The catalyst class is: 5.